This data is from Full USPTO retrosynthesis dataset with 1.9M reactions from patents (1976-2016). The task is: Predict the reactants needed to synthesize the given product. Given the product [Br-:1].[Br-:1].[NH2:3][C:6]1[CH:11]=[CH:10][C:9]([N:12]2[CH2:16][CH2:15][CH:14]([N+:17]3[CH:21]=[CH:20][N:19]([CH2:22][CH2:23][CH2:24][N+:25]4[CH:29]=[CH:28][N:27]([CH:30]5[CH2:34][CH2:33][N:32]([C:35]6[CH:36]=[CH:37][C:38]([NH2:41])=[CH:39][CH:40]=6)[CH2:31]5)[CH:26]=4)[CH:18]=3)[CH2:13]2)=[CH:8][CH:7]=1, predict the reactants needed to synthesize it. The reactants are: [Br-:1].[Br-].[N+:3]([C:6]1[CH:11]=[CH:10][C:9]([N:12]2[CH2:16][CH2:15][CH:14]([N+:17]3[CH:21]=[CH:20][N:19]([CH2:22][CH2:23][CH2:24][N+:25]4[CH:29]=[CH:28][N:27]([CH:30]5[CH2:34][CH2:33][N:32]([C:35]6[CH:40]=[CH:39][C:38]([N+:41]([O-])=O)=[CH:37][CH:36]=6)[CH2:31]5)[CH:26]=4)[CH:18]=3)[CH2:13]2)=[CH:8][CH:7]=1)([O-])=O.